Dataset: NCI-60 drug combinations with 297,098 pairs across 59 cell lines. Task: Regression. Given two drug SMILES strings and cell line genomic features, predict the synergy score measuring deviation from expected non-interaction effect. (1) Drug 2: C1=NC2=C(N=C(N=C2N1C3C(C(C(O3)CO)O)F)Cl)N. Drug 1: COC1=CC(=CC(=C1O)OC)C2C3C(COC3=O)C(C4=CC5=C(C=C24)OCO5)OC6C(C(C7C(O6)COC(O7)C8=CC=CS8)O)O. Synergy scores: CSS=91.2, Synergy_ZIP=3.33, Synergy_Bliss=3.46, Synergy_Loewe=3.04, Synergy_HSA=5.33. Cell line: HL-60(TB). (2) Drug 1: C1=NC2=C(N1)C(=S)N=CN2. Drug 2: C1CCC(C(C1)N)N.C(=O)(C(=O)[O-])[O-].[Pt+4]. Cell line: EKVX. Synergy scores: CSS=8.06, Synergy_ZIP=-3.57, Synergy_Bliss=-0.416, Synergy_Loewe=-23.6, Synergy_HSA=1.08. (3) Drug 1: C1=CC(=CC=C1CCC2=CNC3=C2C(=O)NC(=N3)N)C(=O)NC(CCC(=O)O)C(=O)O. Drug 2: CC1C(C(CC(O1)OC2CC(OC(C2O)C)OC3=CC4=CC5=C(C(=O)C(C(C5)C(C(=O)C(C(C)O)O)OC)OC6CC(C(C(O6)C)O)OC7CC(C(C(O7)C)O)OC8CC(C(C(O8)C)O)(C)O)C(=C4C(=C3C)O)O)O)O. Cell line: HL-60(TB). Synergy scores: CSS=67.5, Synergy_ZIP=9.66, Synergy_Bliss=11.2, Synergy_Loewe=-2.75, Synergy_HSA=10.3. (4) Drug 1: CC1=CC2C(CCC3(C2CCC3(C(=O)C)OC(=O)C)C)C4(C1=CC(=O)CC4)C. Drug 2: CCCCCOC(=O)NC1=NC(=O)N(C=C1F)C2C(C(C(O2)C)O)O. Cell line: HT29. Synergy scores: CSS=-1.33, Synergy_ZIP=1.13, Synergy_Bliss=0.498, Synergy_Loewe=-3.71, Synergy_HSA=-2.43. (5) Drug 1: C1=C(C(=O)NC(=O)N1)N(CCCl)CCCl. Drug 2: CCC1=C2CN3C(=CC4=C(C3=O)COC(=O)C4(CC)O)C2=NC5=C1C=C(C=C5)O. Cell line: ACHN. Synergy scores: CSS=64.6, Synergy_ZIP=-3.13, Synergy_Bliss=-1.87, Synergy_Loewe=-4.22, Synergy_HSA=0.624. (6) Drug 1: C1CCC(C1)C(CC#N)N2C=C(C=N2)C3=C4C=CNC4=NC=N3. Drug 2: C1CNP(=O)(OC1)N(CCCl)CCCl. Cell line: KM12. Synergy scores: CSS=30.7, Synergy_ZIP=5.93, Synergy_Bliss=7.54, Synergy_Loewe=-31.2, Synergy_HSA=1.62. (7) Drug 1: CC1=CC2C(CCC3(C2CCC3(C(=O)C)OC(=O)C)C)C4(C1=CC(=O)CC4)C. Synergy scores: CSS=4.80, Synergy_ZIP=-2.72, Synergy_Bliss=-2.67, Synergy_Loewe=-1.90, Synergy_HSA=-0.470. Drug 2: C1C(C(OC1N2C=NC3=C2NC=NCC3O)CO)O. Cell line: SN12C. (8) Drug 1: CC(C)(C#N)C1=CC(=CC(=C1)CN2C=NC=N2)C(C)(C)C#N. Drug 2: CC(C)CN1C=NC2=C1C3=CC=CC=C3N=C2N. Cell line: SF-268. Synergy scores: CSS=-3.76, Synergy_ZIP=3.54, Synergy_Bliss=3.72, Synergy_Loewe=-2.38, Synergy_HSA=-1.32. (9) Drug 2: CN1C2=C(C=C(C=C2)N(CCCl)CCCl)N=C1CCCC(=O)O.Cl. Synergy scores: CSS=3.57, Synergy_ZIP=1.38, Synergy_Bliss=1.85, Synergy_Loewe=0.305, Synergy_HSA=-1.73. Drug 1: CS(=O)(=O)CCNCC1=CC=C(O1)C2=CC3=C(C=C2)N=CN=C3NC4=CC(=C(C=C4)OCC5=CC(=CC=C5)F)Cl. Cell line: HCT-15. (10) Drug 1: CN(C)N=NC1=C(NC=N1)C(=O)N. Drug 2: CC1=C(C(=O)C2=C(C1=O)N3CC4C(C3(C2COC(=O)N)OC)N4)N. Cell line: SR. Synergy scores: CSS=40.5, Synergy_ZIP=-2.54, Synergy_Bliss=-5.50, Synergy_Loewe=-35.0, Synergy_HSA=-4.86.